Dataset: Catalyst prediction with 721,799 reactions and 888 catalyst types from USPTO. Task: Predict which catalyst facilitates the given reaction. (1) Reactant: [C:1]1([S:7][CH3:8])[CH:6]=[CH:5][CH:4]=[CH:3][CH:2]=1.CO.C1C(=O)N(Br)C(=[O:14])C1.C([O-])(O)=O.[Na+]. Product: [CH3:8][S:7]([C:1]1[CH:6]=[CH:5][CH:4]=[CH:3][CH:2]=1)=[O:14]. The catalyst class is: 6. (2) Reactant: C([Li])CCC.Br[C:7]1[CH:12]=[CH:11][C:10]([O:13][CH3:14])=[CH:9][CH:8]=1.[Br:15][C:16]1[CH:17]=[C:18](/[C:22](/[C:30]2[C:31]([C:36]#[N:37])=[N:32][CH:33]=[CH:34][CH:35]=2)=[N:23]\S(C(C)(C)C)=O)[CH:19]=[CH:20][CH:21]=1. Product: [Br:15][C:16]1[CH:17]=[C:18]([C:22]2([C:7]3[CH:12]=[CH:11][C:10]([O:13][CH3:14])=[CH:9][CH:8]=3)[C:30]3[C:31](=[N:32][CH:33]=[CH:34][CH:35]=3)[C:36]([NH2:37])=[N:23]2)[CH:19]=[CH:20][CH:21]=1. The catalyst class is: 1. (3) Reactant: [Cl:1][C:2]1[CH:3]=[CH:4][C:5]([N+:17]([O-:19])=[O:18])=[C:6]([CH:8]([C:10]2[CH:11]=[N:12][C:13]([Cl:16])=[CH:14][CH:15]=2)[OH:9])[CH:7]=1.C1C=C[NH+]=CC=1.C1C=C[NH+]=CC=1.[O-][Cr](O[Cr]([O-])(=O)=O)(=O)=O. Product: [Cl:1][C:2]1[CH:3]=[CH:4][C:5]([N+:17]([O-:19])=[O:18])=[C:6]([C:8]([C:10]2[CH:11]=[N:12][C:13]([Cl:16])=[CH:14][CH:15]=2)=[O:9])[CH:7]=1. The catalyst class is: 2. (4) Reactant: [CH:1]([O:4][C:5]1[CH:6]=[CH:7][C:8]([O:11][C:12]2[CH:17]=[CH:16][CH:15]=[C:14]([CH:18]=[C:19]3[CH2:24][CH2:23][NH:22][CH2:21][CH2:20]3)[CH:13]=2)=[N:9][CH:10]=1)([CH3:3])[CH3:2].[N:25]1[CH:30]=[CH:29][CH:28]=[C:27]([NH:31][C:32](=O)[O:33]C2C=CC=CC=2)[N:26]=1.C(N(CC)CC)C. Product: [CH:1]([O:4][C:5]1[CH:6]=[CH:7][C:8]([O:11][C:12]2[CH:13]=[C:14]([CH:15]=[CH:16][CH:17]=2)[CH:18]=[C:19]2[CH2:20][CH2:21][N:22]([C:32]([NH:31][C:27]3[N:26]=[N:25][CH:30]=[CH:29][CH:28]=3)=[O:33])[CH2:23][CH2:24]2)=[N:9][CH:10]=1)([CH3:3])[CH3:2]. The catalyst class is: 58. (5) Reactant: [CH:1]1[C:10]2[C:5](=[CH:6][CH:7]=[C:8]([O:11][CH2:12][C:13]3[CH:21]=[CH:20][C:16]([C:17](O)=[O:18])=[CH:15][CH:14]=3)[CH:9]=2)[CH:4]=[CH:3][N:2]=1.F[P-](F)(F)(F)(F)F.N1(OC(N(C)C)=[N+](C)C)C2N=CC=CC=2N=N1.C(N(C(C)C)CC)(C)C.[CH3:55][S:56]([NH2:59])(=[O:58])=[O:57]. Product: [CH:1]1[C:10]2[C:5](=[CH:6][CH:7]=[C:8]([O:11][CH2:12][C:13]3[CH:21]=[CH:20][C:16]([C:17]([NH:59][S:56]([CH3:55])(=[O:58])=[O:57])=[O:18])=[CH:15][CH:14]=3)[CH:9]=2)[CH:4]=[CH:3][N:2]=1. The catalyst class is: 4. (6) The catalyst class is: 1. Product: [Cl:9][C:10]1[CH:17]=[CH:16][C:13]([CH2:14][NH:15][C:1](=[O:6])[C:2]([CH3:5])([CH3:4])[CH3:3])=[CH:12][C:11]=1[N+:18]([O-:20])=[O:19]. Reactant: [C:1](Cl)(=[O:6])[C:2]([CH3:5])([CH3:4])[CH3:3].Cl.[Cl:9][C:10]1[CH:17]=[CH:16][C:13]([CH2:14][NH2:15])=[CH:12][C:11]=1[N+:18]([O-:20])=[O:19]. (7) Reactant: [NH2:1][C:2]1[CH:10]=[CH:9][CH:8]=[C:7]2[C:3]=1[CH:4]([CH2:17][C:18]([O:20]C)=O)[CH2:5][N:6]2[CH2:11][C:12]([O:14][CH2:15][CH3:16])=[O:13].O.C1(C)C=CC(S(O)(=O)=O)=CC=1. Product: [O:20]=[C:18]1[CH2:17][CH:4]2[CH2:5][N:6]([CH2:11][C:12]([O:14][CH2:15][CH3:16])=[O:13])[C:7]3[C:3]2=[C:2]([CH:10]=[CH:9][CH:8]=3)[NH:1]1. The catalyst class is: 11.